This data is from hERG Central: cardiac toxicity at 1µM, 10µM, and general inhibition. The task is: Predict hERG channel inhibition at various concentrations. (1) The compound is CC1CCN(CCCNC(=O)c2cc3sccc3n2C)CC1. Results: hERG_inhib (hERG inhibition (general)): blocker. (2) The molecule is CCN(CC)CCCNC(=O)c1cn(CC)c2ccc(S(=O)(=O)N3CCc4ccccc4C3)cc2c1=O. Results: hERG_inhib (hERG inhibition (general)): blocker. (3) The compound is COc1ccccc1C1c2ccc3ccccc3c2Oc2ncn(CCCO)c(=N)c21. Results: hERG_inhib (hERG inhibition (general)): blocker. (4) The molecule is Cc1nc2cc(C(F)(F)F)ccc2n1C1CCN(Cc2nnnn2CCc2ccccc2)CC1. Results: hERG_inhib (hERG inhibition (general)): blocker. (5) The drug is O=C(CCCOc1ccc(Cl)cc1Cl)NCCCn1ccnc1. Results: hERG_inhib (hERG inhibition (general)): blocker.